This data is from Catalyst prediction with 721,799 reactions and 888 catalyst types from USPTO. The task is: Predict which catalyst facilitates the given reaction. (1) Reactant: [F:1][C:2]([F:52])([F:51])[C:3]1[CH:4]=[C:5]([C@H:13]2[O:17][C:16](=[O:18])[N:15]([CH2:19][C:20]3[C:25]([C:26]4[CH:27]=[C:28]([C:34]5[CH:39]=[CH:38][C:37]([C:40]([O:42]C)=[O:41])=[CH:36][C:35]=5[CH3:44])[CH:29]=[CH:30][C:31]=4[O:32][CH3:33])=[CH:24][CH:23]=[C:22]([N:45]4[CH:49]=[CH:48][CH:47]=[N:46]4)[N:21]=3)[C@H:14]2[CH3:50])[CH:6]=[C:7]([C:9]([F:12])([F:11])[F:10])[CH:8]=1.[OH-].[Li+]. Product: [F:11][C:9]([F:10])([F:12])[C:7]1[CH:6]=[C:5]([C@H:13]2[O:17][C:16](=[O:18])[N:15]([CH2:19][C:20]3[C:25]([C:26]4[CH:27]=[C:28]([C:34]5[CH:39]=[CH:38][C:37]([C:40]([OH:42])=[O:41])=[CH:36][C:35]=5[CH3:44])[CH:29]=[CH:30][C:31]=4[O:32][CH3:33])=[CH:24][CH:23]=[C:22]([N:45]4[CH:49]=[CH:48][CH:47]=[N:46]4)[N:21]=3)[C@H:14]2[CH3:50])[CH:4]=[C:3]([C:2]([F:1])([F:52])[F:51])[CH:8]=1. The catalyst class is: 67. (2) Reactant: CN(C(ON1N=NC2C=CC=NC1=2)=[N+](C)C)C.F[P-](F)(F)(F)(F)F.C(N(C(C)C)CC)(C)C.[CH2:34]([O:36][C:37]([C@@:39]1([NH2:44])[CH2:41][C@H:40]1[CH:42]=[CH2:43])=[O:38])[CH3:35].[C:45]([N:52]1[CH2:60][C@H:58]([OH:59])[CH2:57][C@H:53]1[C:54](O)=[O:55])([O:47][C:48]([CH3:51])([CH3:50])[CH3:49])=[O:46]. Product: [C:48]([O:47][C:45]([N:52]1[CH2:60][C@H:58]([OH:59])[CH2:57][C@H:53]1[C:54](=[O:55])[NH:44][C@@:39]1([C:37]([O:36][CH2:34][CH3:35])=[O:38])[CH2:41][C@@H:40]1[CH:42]=[CH2:43])=[O:46])([CH3:51])([CH3:50])[CH3:49]. The catalyst class is: 4.